Dataset: TCR-epitope binding with 47,182 pairs between 192 epitopes and 23,139 TCRs. Task: Binary Classification. Given a T-cell receptor sequence (or CDR3 region) and an epitope sequence, predict whether binding occurs between them. The epitope is LPAADLDDF. The TCR CDR3 sequence is CASSHLDQPQHF. Result: 0 (the TCR does not bind to the epitope).